This data is from Forward reaction prediction with 1.9M reactions from USPTO patents (1976-2016). The task is: Predict the product of the given reaction. Given the reactants [Cl:1][C:2]1[C:3]([F:42])=[C:4]([C@@H:8]2[C@:12]([C:15]3[CH:20]=[CH:19][C:18]([Cl:21])=[CH:17][C:16]=3[F:22])([C:13]#[N:14])[C@H:11]([CH2:23][C:24]([CH3:27])([CH3:26])[CH3:25])[NH:10][C@H:9]2[C:28]([NH:30][C:31]2[CH:39]=[CH:38][C:34]([C:35]([OH:37])=[O:36])=[CH:33][C:32]=2[O:40][CH3:41])=[O:29])[CH:5]=[CH:6][CH:7]=1.[CH3:43][N:44]([CH3:51])[CH2:45][CH2:46][O:47][CH2:48][CH2:49]O, predict the reaction product. The product is: [ClH:1].[CH3:43][N:44]([CH3:51])[CH2:45][CH2:46][O:47][CH2:48][CH2:49][O:36][C:35](=[O:37])[C:34]1[CH:38]=[CH:39][C:31]([NH:30][C:28]([C@H:9]2[C@H:8]([C:4]3[CH:5]=[CH:6][CH:7]=[C:2]([Cl:1])[C:3]=3[F:42])[C@:12]([C:15]3[CH:20]=[CH:19][C:18]([Cl:21])=[CH:17][C:16]=3[F:22])([C:13]#[N:14])[C@H:11]([CH2:23][C:24]([CH3:26])([CH3:27])[CH3:25])[NH:10]2)=[O:29])=[C:32]([O:40][CH3:41])[CH:33]=1.